Dataset: Peptide-MHC class II binding affinity with 134,281 pairs from IEDB. Task: Regression. Given a peptide amino acid sequence and an MHC pseudo amino acid sequence, predict their binding affinity value. This is MHC class II binding data. (1) The MHC is DRB5_0101 with pseudo-sequence DRB5_0101. The binding affinity (normalized) is 0.589. The peptide sequence is MMTGRMGERQLQKIE. (2) The binding affinity (normalized) is 0.204. The MHC is HLA-DPA10103-DPB10201 with pseudo-sequence HLA-DPA10103-DPB10201. The peptide sequence is KTMAVCTNAKVTAKG. (3) The peptide sequence is VPLEVKREACPGTSV. The MHC is DRB5_0101 with pseudo-sequence DRB5_0101. The binding affinity (normalized) is 0.509. (4) The binding affinity (normalized) is 0.594. The MHC is DRB1_0101 with pseudo-sequence DRB1_0101. The peptide sequence is LDVVKLLYNEQFAVQ.